From a dataset of Full USPTO retrosynthesis dataset with 1.9M reactions from patents (1976-2016). Predict the reactants needed to synthesize the given product. (1) Given the product [Cl:33][C:4]1[CH:5]=[CH:6][CH:7]=[CH:8][C:3]=1[CH2:2][CH2:1][NH:9][C:10]1[N:15]=[C:14]([N:16]2[CH2:21][CH2:20][CH2:19][N:18]3[C:22](=[O:32])[CH:23]=[C:24]([C:26]4[CH:27]=[CH:28][CH:29]=[CH:30][CH:31]=4)[CH:25]=[C:17]23)[CH:13]=[CH:12][N:11]=1, predict the reactants needed to synthesize it. The reactants are: [CH2:1]([NH:9][C:10]1[N:15]=[C:14]([N:16]2[CH2:21][CH2:20][CH2:19][N:18]3[C:22](=[O:32])[CH:23]=[C:24]([C:26]4[CH:31]=[CH:30][CH:29]=[CH:28][CH:27]=4)[CH:25]=[C:17]23)[CH:13]=[CH:12][N:11]=1)[CH2:2][C:3]1[CH:8]=[CH:7][CH:6]=[CH:5][CH:4]=1.[Cl:33]C1C=CC=CC=1CCN. (2) Given the product [F:32][C:2]([F:1])([F:31])[C:3]1[CH:4]=[C:5]([NH:9][C:10]([C:12]2[CH:13]=[C:14]3[C:19](=[CH:20][CH:21]=2)[C:18]([NH:22][CH2:23][C:24]2[CH:25]=[CH:26][CH:27]=[CH:28][CH:29]=2)=[N:17][N:16]=[CH:15]3)=[O:11])[CH:6]=[CH:7][CH:8]=1, predict the reactants needed to synthesize it. The reactants are: [F:1][C:2]([F:32])([F:31])[C:3]1[CH:4]=[C:5]([NH:9][C:10]([C:12]2[CH:13]=[C:14]3[C:19](=[CH:20][CH:21]=2)[C:18]([NH:22][CH2:23][C:24]2[CH:29]=[CH:28][CH:27]=[CH:26][CH:25]=2)=[N:17][N:16]=[C:15]3I)=[O:11])[CH:6]=[CH:7][CH:8]=1. (3) Given the product [F:12][C:9]([F:10])([F:11])[C:7]1[CH:6]=[C:5]([C@H:13]2[O:17][C:16](=[O:18])[N:15]([CH2:19][C:20]3[CH:42]=[C:41]([C:43]([F:44])([F:45])[F:46])[CH:40]=[CH:39][C:21]=3[CH2:22][N:23]([CH2:26][C@H:27]3[CH2:28][CH2:29][C@H:30]([CH2:33][C:34]([OH:36])=[O:35])[CH2:31][CH2:32]3)[CH2:24][CH3:25])[C@H:14]2[CH3:47])[CH:4]=[C:3]([C:2]([F:1])([F:49])[F:48])[CH:8]=1, predict the reactants needed to synthesize it. The reactants are: [F:1][C:2]([F:49])([F:48])[C:3]1[CH:4]=[C:5]([C@H:13]2[O:17][C:16](=[O:18])[N:15]([CH2:19][C:20]3[CH:42]=[C:41]([C:43]([F:46])([F:45])[F:44])[CH:40]=[CH:39][C:21]=3[CH2:22][N:23]([CH2:26][C@H:27]3[CH2:32][CH2:31][C@H:30]([CH2:33][C:34]([O:36]CC)=[O:35])[CH2:29][CH2:28]3)[CH2:24][CH3:25])[C@H:14]2[CH3:47])[CH:6]=[C:7]([C:9]([F:12])([F:11])[F:10])[CH:8]=1.[OH-].[K+].CO. (4) Given the product [CH2:13]([O:20][N:21]1[C:27](=[O:28])[N:26]2[CH2:29][C@H:22]1[CH2:23][CH2:24][C@H:25]2[C:30]1[O:31][N:42]=[C:43]([CH:45]2[CH2:50][CH2:49][N:48]([C:51]([O:53][C:54]([CH3:57])([CH3:56])[CH3:55])=[O:52])[CH2:47][CH2:46]2)[N:34]=1)[C:14]1[CH:15]=[CH:16][CH:17]=[CH:18][CH:19]=1, predict the reactants needed to synthesize it. The reactants are: C1N=CN(C(N2C=NC=C2)=O)C=1.[CH2:13]([O:20][N:21]1[C:27](=[O:28])[N:26]2[CH2:29][C@H:22]1[CH2:23][CH2:24][C@H:25]2[C:30]1[O:31]C(C2CCNCC2)=N[N:34]=1)[C:14]1[CH:19]=[CH:18][CH:17]=[CH:16][CH:15]=1.O/[N:42]=[C:43](\[CH:45]1[CH2:50][CH2:49][N:48]([C:51]([O:53][C:54]([CH3:57])([CH3:56])[CH3:55])=[O:52])[CH2:47][CH2:46]1)/N. (5) Given the product [C:1]([C:5]1[NH:9][C:8]([C:10]([N:28]2[CH2:27][CH2:26][NH:25][C:24](=[O:29])[C:23]2([CH3:30])[CH3:22])=[O:12])=[C:7]([N+:13]([O-:15])=[O:14])[CH:6]=1)([CH3:2])([CH3:3])[CH3:4], predict the reactants needed to synthesize it. The reactants are: [C:1]([C:5]1[NH:9][C:8]([C:10]([OH:12])=O)=[C:7]([N+:13]([O-:15])=[O:14])[CH:6]=1)([CH3:4])([CH3:3])[CH3:2].P(Cl)(Cl)(Cl)(Cl)Cl.[CH3:22][C:23]1([CH3:30])[NH:28][CH2:27][CH2:26][NH:25][C:24]1=[O:29].CCN(C(C)C)C(C)C. (6) Given the product [CH:37]1[C:36]2[CH:35]([CH2:34][O:33][C:31](=[O:32])[NH:30][C@H:26]([C:27](=[O:28])[NH:13][C:10]3[CH:9]=[CH:8][C:7]([CH:1]4[CH2:2][CH2:3][CH2:4][CH2:5][CH2:6]4)=[CH:12][CH:11]=3)[CH2:25][CH2:24][CH2:23][CH2:22][NH2:21])[C:47]3[C:42](=[CH:43][CH:44]=[CH:45][CH:46]=3)[C:41]=2[CH:40]=[CH:39][CH:38]=1, predict the reactants needed to synthesize it. The reactants are: [CH:1]1([C:7]2[CH:12]=[CH:11][C:10]([NH2:13])=[CH:9][CH:8]=2)[CH2:6][CH2:5][CH2:4][CH2:3][CH2:2]1.C(OC([NH:21][CH2:22][CH2:23][CH2:24][CH2:25][C@H:26]([NH:30][C:31]([O:33][CH2:34][CH:35]1[C:47]2[CH:46]=[CH:45][CH:44]=[CH:43][C:42]=2[C:41]2[C:36]1=[CH:37][CH:38]=[CH:39][CH:40]=2)=[O:32])[C:27](O)=[O:28])=O)(C)(C)C.